Dataset: Full USPTO retrosynthesis dataset with 1.9M reactions from patents (1976-2016). Task: Predict the reactants needed to synthesize the given product. The reactants are: [NH:1]1[CH2:6][CH2:5][O:4][CH2:3][CH2:2]1.Cl[CH2:8][Si:9]([O:16][CH2:17][CH3:18])([O:13][CH2:14][CH3:15])[O:10][CH2:11][CH3:12].C(N)CN. Given the product [NH:1]1[CH2:6][CH2:5][O:4][CH2:3][CH2:2]1.[CH2:14]([O:13][Si:9]([CH2:8][N:1]1[CH2:6][CH2:5][O:4][CH2:3][CH2:2]1)([O:16][CH2:17][CH3:18])[O:10][CH2:11][CH3:12])[CH3:15], predict the reactants needed to synthesize it.